Dataset: Reaction yield outcomes from USPTO patents with 853,638 reactions. Task: Predict the reaction yield, written as a fraction of the theoretical maximum amount of product (1.0 means a 100% yield; for example, 0.34 means a 34% yield). (1) The reactants are C(C1C=CC=C(C(C)C)C=1N1C=CN(C2C(C(C)C)=CC=CC=2C(C)C)C1[Cu]Cl)(C)C.CC(C)([O-])C.[Na+].[CH3:53][C:48]1([CH3:54])[C:49]([CH3:52])([CH3:51])[O:50][B:46]([B:46]2[O:50][C:49]([CH3:52])([CH3:51])[C:48]([CH3:54])([CH3:53])[O:47]2)[O:47]1.[C:56]([C:58]1[CH:63]=[CH:62][C:61]([C:64]([F:67])([F:66])[F:65])=[CH:60][CH:59]=1)#[CH:57].CO. The catalyst is C1COCC1. The product is [CH3:52][C:49]1([CH3:51])[C:48]([CH3:53])([CH3:54])[O:47][B:46]([C:56]([C:58]2[CH:59]=[CH:60][C:61]([C:64]([F:65])([F:66])[F:67])=[CH:62][CH:63]=2)=[CH2:57])[O:50]1. The yield is 0.320. (2) The reactants are [NH:1]1[CH:5]=[CH:4][CH:3]=[N:2]1.[H-].[Na+].[Cl:8][C:9]1[CH:14]=[C:13](Cl)[CH:12]=[C:11]([C:16]2[CH:21]=[CH:20][C:19]([O:22][CH:23]([CH3:25])[CH3:24])=[CH:18][CH:17]=2)[N:10]=1. The catalyst is CN(C=O)C. The product is [Cl:8][C:9]1[CH:14]=[C:13]([N:1]2[CH:5]=[CH:4][CH:3]=[N:2]2)[CH:12]=[C:11]([C:16]2[CH:21]=[CH:20][C:19]([O:22][CH:23]([CH3:25])[CH3:24])=[CH:18][CH:17]=2)[N:10]=1. The yield is 0.620.